From a dataset of TCR-epitope binding with 47,182 pairs between 192 epitopes and 23,139 TCRs. Binary Classification. Given a T-cell receptor sequence (or CDR3 region) and an epitope sequence, predict whether binding occurs between them. The epitope is KAYNVTQAF. The TCR CDR3 sequence is CASSQGSPVYEQYF. Result: 1 (the TCR binds to the epitope).